This data is from Full USPTO retrosynthesis dataset with 1.9M reactions from patents (1976-2016). The task is: Predict the reactants needed to synthesize the given product. (1) The reactants are: Br[CH:2]([C:5]1[C:6]([C:12]([F:15])([F:14])[F:13])=[N:7][N:8]([CH3:11])[C:9]=1[CH3:10])[CH2:3]Br.[OH-].[K+]. Given the product [C:2]([C:5]1[C:6]([C:12]([F:14])([F:15])[F:13])=[N:7][N:8]([CH3:11])[C:9]=1[CH3:10])#[CH:3], predict the reactants needed to synthesize it. (2) Given the product [Br:21][C:18]1[CH:19]=[CH:20][C:12]([O:10][C:3]2[CH:4]=[CH:5][C:6]([O:8][CH3:9])=[CH:7][C:2]=2[F:1])=[C:13]([CH:17]=1)[C:14]([OH:16])=[O:15], predict the reactants needed to synthesize it. The reactants are: [F:1][C:2]1[CH:7]=[C:6]([O:8][CH3:9])[CH:5]=[CH:4][C:3]=1[OH:10].Br[C:12]1[CH:20]=[CH:19][C:18]([Br:21])=[CH:17][C:13]=1[C:14]([OH:16])=[O:15].CCOC(C)=O.C(=O)([O-])[O-].[Cs+].[Cs+]. (3) Given the product [OH:8][C:9]1[C:10]([C:19]([NH:21][C:22]2[CH:34]=[C:33]([C:35]3[CH:40]=[CH:39][CH:38]=[CH:37][CH:36]=3)[CH:32]=[CH:31][C:23]=2[C:24]([OH:26])=[O:25])=[O:20])=[CH:11][C:12]2[O:17][CH2:16][CH2:15][O:14][C:13]=2[CH:18]=1, predict the reactants needed to synthesize it. The reactants are: FC(F)(F)C(O)=O.[OH:8][C:9]1[C:10]([C:19]([NH:21][C:22]2[CH:34]=[C:33]([C:35]3[CH:40]=[CH:39][CH:38]=[CH:37][CH:36]=3)[CH:32]=[CH:31][C:23]=2[C:24]([O:26]C(C)(C)C)=[O:25])=[O:20])=[CH:11][C:12]2[O:17][CH2:16][CH2:15][O:14][C:13]=2[CH:18]=1. (4) Given the product [Br:1][C:2]1[CH:7]=[CH:6][C:5]([CH2:8][CH2:9][CH2:10][C:11]([NH:13][C:14]2[CH:19]=[CH:18][C:17]([S:20]([CH2:23][CH3:24])(=[O:21])=[O:22])=[C:16]([CH:15]=2)[CH2:25][NH:26][C:35](=[O:41])[O:36][C:37]([CH3:40])([CH3:39])[CH3:38])=[O:12])=[CH:4][CH:3]=1, predict the reactants needed to synthesize it. The reactants are: [Br:1][C:2]1[CH:7]=[CH:6][C:5]([CH2:8][CH2:9][CH2:10][C:11]([NH:13][C:14]2[CH:19]=[CH:18][C:17]([S:20]([CH2:23][CH3:24])(=[O:22])=[O:21])=[C:16]([C:25]#[N:26])[CH:15]=2)=[O:12])=[CH:4][CH:3]=1.NC1C=CC(S(CC)(=O)=O)=C(C=1)CN[C:35](=[O:41])[O:36][C:37]([CH3:40])([CH3:39])[CH3:38].BrC1C=CC(CCCC(O)=O)=CC=1.